This data is from Forward reaction prediction with 1.9M reactions from USPTO patents (1976-2016). The task is: Predict the product of the given reaction. (1) The product is: [CH2:1]=[CH:2][CH2:3][NH3+:4].[CH2:5]1[O:7][CH:6]1[CH2:8][Cl:9].[C:10]([O-:7])([OH:12])=[O:11]. Given the reactants [CH2:1]=[CH:2][CH2:3][NH2:4].[CH2:5]1[O:7][CH:6]1[CH2:8][Cl:9].[C:10](=[O:12])=[O:11], predict the reaction product. (2) Given the reactants [F:1][C:2]1[CH:3]=[C:4]([S:8]([C:11]2[CH:12]=[C:13]3[C:18](=[CH:19][CH:20]=2)[CH:17]([CH2:21][NH2:22])[CH2:16][CH2:15][CH2:14]3)(=[O:10])=[O:9])[CH:5]=[CH:6][CH:7]=1.[CH3:23][N:24]=[C:25]=[O:26], predict the reaction product. The product is: [F:1][C:2]1[CH:3]=[C:4]([S:8]([C:11]2[CH:12]=[C:13]3[C:18](=[CH:19][CH:20]=2)[C@H:17]([CH2:21][NH:22][C:25]([NH:24][CH3:23])=[O:26])[CH2:16][CH2:15][CH2:14]3)(=[O:10])=[O:9])[CH:5]=[CH:6][CH:7]=1.